This data is from Forward reaction prediction with 1.9M reactions from USPTO patents (1976-2016). The task is: Predict the product of the given reaction. (1) Given the reactants [CH3:1][C:2]1[NH:3][C:4]2[C:9]([CH:10]=1)=[C:8]([C:11]([F:14])([F:13])[F:12])[C:7]([C:15]#[N:16])=[CH:6][CH:5]=2.Cl[CH2:18][C:19]1[CH:23]=[C:22]([C:24]2[CH:29]=[CH:28][C:27]([F:30])=[CH:26][CH:25]=2)[O:21][N:20]=1, predict the reaction product. The product is: [F:30][C:27]1[CH:26]=[CH:25][C:24]([C:22]2[O:21][N:20]=[C:19]([CH2:18][N:3]3[C:4]4[C:9](=[C:8]([C:11]([F:12])([F:14])[F:13])[C:7]([C:15]#[N:16])=[CH:6][CH:5]=4)[CH:10]=[C:2]3[CH3:1])[CH:23]=2)=[CH:29][CH:28]=1. (2) Given the reactants [CH2:1]([O:3][C:4]1[CH:9]=[CH:8][C:7]([F:10])=[C:6]([F:11])[CH:5]=1)[CH3:2].C(NC(C)C)(C)C.[Li].CN(C)[CH:22]=[O:23].C(O)(=O)C, predict the reaction product. The product is: [CH2:1]([O:3][C:4]1[C:5]([CH:22]=[O:23])=[C:6]([F:11])[C:7]([F:10])=[CH:8][CH:9]=1)[CH3:2]. (3) Given the reactants [F:1][C:2]1[CH:11]=[CH:10][C:9]2[C:4](=[CH:5][CH:6]=[CH:7][CH:8]=2)[N:3]=1.[Cl:12][S:13](O)(=[O:15])=[O:14], predict the reaction product. The product is: [F:1][C:2]1[CH:11]=[CH:10][C:9]2[C:4](=[C:5]([S:13]([Cl:12])(=[O:15])=[O:14])[CH:6]=[CH:7][CH:8]=2)[N:3]=1. (4) The product is: [N:27]1([C:33]([C:35]2[CH:42]=[CH:41][C:38]([C:39]3[NH:10][C:9]4[CH:8]=[CH:7][C:6]([NH:13][C:14](=[O:26])[C:15]5[CH:20]=[CH:19][C:18]([N:21]6[CH2:25][CH2:24][CH2:23][CH2:22]6)=[CH:17][CH:16]=5)=[CH:5][C:4]=4[N:1]=3)=[CH:37][CH:36]=2)=[O:34])[CH2:32][CH2:31][O:30][CH2:29][CH2:28]1. Given the reactants [N+:1]([C:4]1[CH:5]=[C:6]([NH:13][C:14](=[O:26])[C:15]2[CH:20]=[CH:19][C:18]([N:21]3[CH2:25][CH2:24][CH2:23][CH2:22]3)=[CH:17][CH:16]=2)[CH:7]=[CH:8][C:9]=1[N+:10]([O-])=O)([O-])=O.[N:27]1([C:33]([C:35]2[CH:42]=[CH:41][C:38]([CH:39]=O)=[CH:37][CH:36]=2)=[O:34])[CH2:32][CH2:31][O:30][CH2:29][CH2:28]1, predict the reaction product. (5) The product is: [CH3:15][O:16][C:17]1[CH:24]=[CH:23][CH:22]=[C:21]([O:25][CH3:26])[C:18]=1[CH:19]1[N:12]([CH2:11][C:8]2[CH:7]=[CH:6][C:5]([O:4][CH2:3][C:2]([F:13])([F:14])[F:1])=[CH:10][CH:9]=2)[C:5](=[O:4])[CH2:6][CH2:7][CH2:8]1. Given the reactants [F:1][C:2]([F:14])([F:13])[CH2:3][O:4][C:5]1[CH:10]=[CH:9][C:8]([CH2:11][NH2:12])=[CH:7][CH:6]=1.[CH3:15][O:16][C:17]1[CH:24]=[CH:23][CH:22]=[C:21]([O:25][CH3:26])[C:18]=1[CH:19]=O, predict the reaction product. (6) Given the reactants [NH2:1][C:2]1[CH:3]=[CH:4][C:5]([N:9]2[CH2:14][CH2:13][CH2:12][C@@H:11]([C:15]([O:17][CH2:18][CH3:19])=[O:16])[CH2:10]2)=[N:6][C:7]=1[NH2:8].[CH:20]1([C:23]2[N:28]=[C:27]([CH:29]=O)[CH:26]=[CH:25][CH:24]=2)[CH2:22][CH2:21]1.[S].C(O)(=O)C, predict the reaction product. The product is: [CH:20]1([C:23]2[N:28]=[C:27]([C:29]3[NH:8][C:7]4=[N:6][C:5]([N:9]5[CH2:14][CH2:13][CH2:12][C@@H:11]([C:15]([O:17][CH2:18][CH3:19])=[O:16])[CH2:10]5)=[CH:4][CH:3]=[C:2]4[N:1]=3)[CH:26]=[CH:25][CH:24]=2)[CH2:22][CH2:21]1. (7) The product is: [CH:41]1([S:44]([N:15]2[CH2:14][CH2:13][CH:12]([CH2:11][NH:10][C:7]3[C:2]([C:29]4[CH:30]=[CH:31][C:26]([O:25][C:32]5[CH:37]=[CH:36][CH:35]=[CH:34][CH:33]=5)=[CH:27][CH:28]=4)=[C:3]([NH2:9])[N:4]=[CH:5][N:6]=3)[CH2:17][CH2:16]2)(=[O:46])=[O:45])[CH2:43][CH2:42]1. Given the reactants Cl[C:2]1[C:3]([NH2:9])=[N:4][CH:5]=[N:6][C:7]=1Cl.[NH2:10][CH2:11][CH:12]1[CH2:17][CH2:16][N:15](C(OC(C)(C)C)=O)[CH2:14][CH2:13]1.[O:25]([C:32]1[CH:37]=[CH:36][C:35](B(O)O)=[CH:34][CH:33]=1)[C:26]1[CH:31]=[CH:30][CH:29]=[CH:28][CH:27]=1.[CH:41]1([S:44](Cl)(=[O:46])=[O:45])[CH2:43][CH2:42]1, predict the reaction product. (8) The product is: [Cl:12][C:5]1[C:6]2[C:11](=[CH:10][CH:9]=[CH:8][CH:7]=2)[C:2]([N:18]2[CH2:17][CH2:16][NH:15][C@@H:14]([CH3:13])[CH2:19]2)=[N:3][N:4]=1. Given the reactants Cl[C:2]1[C:11]2[C:6](=[CH:7][CH:8]=[CH:9][CH:10]=2)[C:5]([Cl:12])=[N:4][N:3]=1.[CH3:13][C@@H:14]1[CH2:19][NH:18][CH2:17][CH2:16][NH:15]1.C(OCC)(=O)C.ClCCl, predict the reaction product. (9) Given the reactants C([N:8]1[CH2:13][CH2:12][C:11]([CH2:23][NH:24][C:25](=[O:30])[C:26]([F:29])([F:28])[F:27])([N:14]2[CH2:19][CH2:18][N:17]([CH:20]3[CH2:22][CH2:21]3)[CH2:16][CH2:15]2)[CH2:10][CH2:9]1)C1C=CC=CC=1.C(O)(=O)C.[H][H], predict the reaction product. The product is: [CH:20]1([N:17]2[CH2:18][CH2:19][N:14]([C:11]3([CH2:23][NH:24][C:25](=[O:30])[C:26]([F:27])([F:29])[F:28])[CH2:12][CH2:13][NH:8][CH2:9][CH2:10]3)[CH2:15][CH2:16]2)[CH2:21][CH2:22]1. (10) Given the reactants Br[C:2]1[CH:3]=[CH:4][C:5]([N+:9]([O-:11])=[O:10])=[C:6]([NH2:8])[CH:7]=1.C1(C)C=CC=CC=1P(C1C=CC=CC=1C)C1C=CC=CC=1C.C(N(C(C)C)C(C)C)C.[CH2:43]([OH:46])[CH:44]=[CH2:45], predict the reaction product. The product is: [NH2:8][C:6]1[CH:7]=[C:2]([CH2:45][CH2:44][CH:43]=[O:46])[CH:3]=[CH:4][C:5]=1[N+:9]([O-:11])=[O:10].